From a dataset of Forward reaction prediction with 1.9M reactions from USPTO patents (1976-2016). Predict the product of the given reaction. Given the reactants [F:1][C:2]([F:32])([F:31])[C:3]1[CH:8]=[CH:7][CH:6]=[CH:5][C:4]=1[NH:9][C:10](=[O:30])[O:11][CH2:12][C@H:13]1[CH2:17][C@@H:16]([NH:18][S:19]([C:22]2[CH:27]=[C:26]([Br:28])[CH:25]=[CH:24][C:23]=2[Br:29])(=[O:21])=[O:20])[CH2:15][NH:14]1.C[CH2:34][N:35](C(C)C)C(C)C.BrC#N.C(O)C(N)(CO)CO, predict the reaction product. The product is: [F:32][C:2]([F:1])([F:31])[C:3]1[CH:8]=[CH:7][CH:6]=[CH:5][C:4]=1[NH:9][C:10](=[O:30])[O:11][CH2:12][C@H:13]1[CH2:17][C@@H:16]([NH:18][S:19]([C:22]2[CH:27]=[C:26]([Br:28])[CH:25]=[CH:24][C:23]=2[Br:29])(=[O:20])=[O:21])[CH2:15][N:14]1[C:34]#[N:35].